Dataset: Forward reaction prediction with 1.9M reactions from USPTO patents (1976-2016). Task: Predict the product of the given reaction. (1) Given the reactants [CH2:1]([O:3][C:4]([C:6]1[N:7]([C:32]2[CH:37]=[CH:36][C:35]([O:38][CH:39]([CH3:41])[CH3:40])=[CH:34][CH:33]=2)[C:8]2[C:13]([C:14]=1[CH:15]=[CH:16][C:17]([O:19][CH2:20][CH3:21])=[O:18])=[CH:12][C:11]([C:22]1[CH:27]=[CH:26][C:25]([C:28]([F:31])([F:30])[F:29])=[CH:24][N:23]=1)=[CH:10][CH:9]=2)=[O:5])[CH3:2].C1CCCCC=1, predict the reaction product. The product is: [CH2:1]([O:3][C:4]([C:6]1[N:7]([C:32]2[CH:37]=[CH:36][C:35]([O:38][CH:39]([CH3:41])[CH3:40])=[CH:34][CH:33]=2)[C:8]2[C:13]([C:14]=1[CH2:15][CH2:16][C:17]([O:19][CH2:20][CH3:21])=[O:18])=[CH:12][C:11]([C:22]1[CH:27]=[CH:26][C:25]([C:28]([F:30])([F:29])[F:31])=[CH:24][N:23]=1)=[CH:10][CH:9]=2)=[O:5])[CH3:2]. (2) Given the reactants [CH3:1][N:2]([CH3:19])[C:3]1[C:8]([CH3:9])=[C:7]([CH3:10])[N:6]=[C:5]([NH:11][C@@H:12]2[CH2:17][CH2:16][C@H:15]([NH2:18])[CH2:14][CH2:13]2)[N:4]=1.N1C=CC=CC=1.[C:26](Cl)(=[O:33])[C:27]1[CH:32]=[CH:31][CH:30]=[CH:29][CH:28]=1.[C:35]([OH:41])([C:37]([F:40])([F:39])[F:38])=[O:36], predict the reaction product. The product is: [F:38][C:37]([F:40])([F:39])[C:35]([OH:41])=[O:36].[CH3:19][N:2]([CH3:1])[C:3]1[C:8]([CH3:9])=[C:7]([CH3:10])[N:6]=[C:5]([NH:11][C@@H:12]2[CH2:13][CH2:14][C@H:15]([NH:18][C:26](=[O:33])[C:27]3[CH:32]=[CH:31][CH:30]=[CH:29][CH:28]=3)[CH2:16][CH2:17]2)[N:4]=1. (3) Given the reactants [NH2:1][C:2]1[CH:3]=[C:4]([CH:9]([NH:11][C:12](=[O:14])[CH3:13])[CH3:10])[CH:5]=[CH:6][C:7]=1[Cl:8].[C:15](N1C=CC=CC1=O)(N1C=CC=CC1=O)=[S:16], predict the reaction product. The product is: [Cl:8][C:7]1[CH:6]=[CH:5][C:4]([CH:9]([NH:11][C:12](=[O:14])[CH3:13])[CH3:10])=[CH:3][C:2]=1[N:1]=[C:15]=[S:16]. (4) Given the reactants [Cl:1][C:2]1[NH:10][C:9]2[C:8](=[O:11])[N:7]([CH2:12][CH2:13][CH2:14][CH2:15][C:16]([OH:18])=O)[C:6](=[O:19])[N:5]([CH2:20][CH3:21])[C:4]=2[N:3]=1.[F:22][C:23]1[CH:32]=[C:31]([F:33])[CH:30]=[CH:29][C:24]=1[C:25](=[N:27]O)[NH2:26], predict the reaction product. The product is: [Cl:1][C:2]1[NH:10][C:9]2[C:8](=[O:11])[N:7]([CH2:12][CH2:13][CH2:14][CH2:15][C:16]3[O:18][N:26]=[C:25]([C:24]4[CH:29]=[CH:30][C:31]([F:33])=[CH:32][C:23]=4[F:22])[N:27]=3)[C:6](=[O:19])[N:5]([CH2:20][CH3:21])[C:4]=2[N:3]=1. (5) Given the reactants [Cl:1][C:2]1[CH:20]=[CH:19][C:5]([C:6]([C:8]2[CH:9]=[C:10]3[C:14](=[CH:15][CH:16]=2)[NH:13][C:12](=[O:17])[C:11]3=[O:18])=[O:7])=[CH:4][CH:3]=1.[C:21](OC(=O)C)(=[O:23])[CH3:22], predict the reaction product. The product is: [C:21]([N:13]1[C:14]2[C:10](=[CH:9][C:8]([C:6](=[O:7])[C:5]3[CH:19]=[CH:20][C:2]([Cl:1])=[CH:3][CH:4]=3)=[CH:16][CH:15]=2)[C:11](=[O:18])[C:12]1=[O:17])(=[O:23])[CH3:22]. (6) Given the reactants [Br:1][C:2]1[CH:3]=[C:4]([CH:13]=[CH:14][C:15]=1[O:16][CH:17]1[CH2:21][CH2:20][CH2:19][CH2:18]1)[C:5]([O:7]C1CCCC1)=[O:6].[Li+].[OH-].O, predict the reaction product. The product is: [Br:1][C:2]1[CH:3]=[C:4]([CH:13]=[CH:14][C:15]=1[O:16][CH:17]1[CH2:18][CH2:19][CH2:20][CH2:21]1)[C:5]([OH:7])=[O:6]. (7) Given the reactants [CH3:1][O:2][C:3]1[CH:4]=[C:5]([N:12]2[CH2:17][CH2:16][C:15](=O)[CH2:14][CH2:13]2)[CH:6]=[CH:7][C:8]=1[N+:9]([O-:11])=[O:10].[CH:19]([N:22]1[CH2:27][CH2:26][NH:25][CH2:24][CH2:23]1)([CH3:21])[CH3:20], predict the reaction product. The product is: [CH:19]([N:22]1[CH2:27][CH2:26][N:25]([CH:15]2[CH2:16][CH2:17][N:12]([C:5]3[CH:6]=[CH:7][C:8]([N+:9]([O-:11])=[O:10])=[C:3]([O:2][CH3:1])[CH:4]=3)[CH2:13][CH2:14]2)[CH2:24][CH2:23]1)([CH3:21])[CH3:20]. (8) Given the reactants [F:1][C:2]1[CH:3]=[C:4]([CH2:9][C:10]#[N:11])[CH:5]=[CH:6][C:7]=1[F:8].Br[CH2:13][CH2:14][O:15][CH2:16][CH2:17]Br.CC([O-])(C)C.[Na+], predict the reaction product. The product is: [F:1][C:2]1[CH:3]=[C:4]([C:9]2([C:10]#[N:11])[CH2:17][CH2:16][O:15][CH2:14][CH2:13]2)[CH:5]=[CH:6][C:7]=1[F:8]. (9) Given the reactants C([O-])([O-])=O.[K+].[K+].[OH:7][C:8]1[C:17]2[C:12](=[C:13]([OH:18])[CH:14]=[CH:15][CH:16]=2)[CH:11]=[CH:10][C:9]=1[C:19]([OH:21])=[O:20].[CH2:22](Cl)[C:23]1[CH:28]=[CH:27][CH:26]=[CH:25][CH:24]=1, predict the reaction product. The product is: [CH2:22]([O:20][C:19]([C:9]1[CH:10]=[CH:11][C:12]2[C:17](=[CH:16][CH:15]=[CH:14][C:13]=2[O:18][CH2:22][C:23]2[CH:28]=[CH:27][CH:26]=[CH:25][CH:24]=2)[C:8]=1[O:7][CH2:19][C:9]1[CH:10]=[CH:11][CH:12]=[CH:17][CH:8]=1)=[O:21])[C:23]1[CH:28]=[CH:27][CH:26]=[CH:25][CH:24]=1.